This data is from Forward reaction prediction with 1.9M reactions from USPTO patents (1976-2016). The task is: Predict the product of the given reaction. (1) Given the reactants [F:1][C:2]1[CH:3]=[C:4]([C:8]2[CH:16]=[CH:15][C:11]([C:12]([OH:14])=O)=[CH:10][N:9]=2)[CH:5]=[CH:6][CH:7]=1.[NH2:17][C@@H:18]1[CH2:23][CH2:22][C@H:21]([C:24]([OH:27])([CH3:26])[CH3:25])[CH2:20][CH2:19]1, predict the reaction product. The product is: [F:1][C:2]1[CH:3]=[C:4]([C:8]2[CH:16]=[CH:15][C:11]([C:12]([NH:17][C@H:18]3[CH2:23][CH2:22][C@@H:21]([C:24]([OH:27])([CH3:25])[CH3:26])[CH2:20][CH2:19]3)=[O:14])=[CH:10][N:9]=2)[CH:5]=[CH:6][CH:7]=1. (2) Given the reactants [CH3:1][O:2][C:3]1[C@@H:4]([CH:11]([CH3:13])[CH3:12])[N:5]=[C:6]([O:9][CH3:10])[CH2:7][N:8]=1.[Li]CCCC.[Br:19][C:20]1[CH:25]=[CH:24][C:23]([CH2:26]Br)=[CH:22][N:21]=1, predict the reaction product. The product is: [Br:19][C:20]1[N:21]=[CH:22][C:23]([CH2:26][C@H:7]2[C:6]([O:9][CH3:10])=[N:5][C@H:4]([CH:11]([CH3:13])[CH3:12])[C:3]([O:2][CH3:1])=[N:8]2)=[CH:24][CH:25]=1.